This data is from Reaction yield outcomes from USPTO patents with 853,638 reactions. The task is: Predict the reaction yield, written as a fraction of the theoretical maximum amount of product (1.0 means a 100% yield; for example, 0.34 means a 34% yield). (1) The reactants are [O-]S(S([O-])=O)=O.[Na+].[Na+].[Cl:9][C:10]1[CH:23]=[CH:22][C:21]2[C:20](=[O:24])[C:19](=[O:25])[C:18]3[C:13](=[N:14][C:15]([Cl:26])=[CH:16][CH:17]=3)[C:12]=2[N:11]=1.[CH2:27](Br)[CH2:28][CH2:29][CH2:30][CH2:31][CH2:32][CH2:33][CH2:34][CH2:35][CH2:36][CH2:37][CH3:38].[OH-].[K+]. The catalyst is [Br-].C([N+](CCCC)(CCCC)CCCC)CCC.O.C(OCC)(=O)C.C1COCC1. The product is [Cl:26][C:15]1[CH:16]=[CH:17][C:18]2[C:13](=[C:12]3[C:21](=[C:20]([O:24][CH2:38][CH2:37][CH2:36][CH2:35][CH2:34][CH2:33][CH2:32][CH2:31][CH2:30][CH2:29][CH2:28][CH3:27])[C:19]=2[O:25][CH2:27][CH2:28][CH2:29][CH2:30][CH2:31][CH2:32][CH2:33][CH2:34][CH2:35][CH2:36][CH2:37][CH3:38])[CH:22]=[CH:23][C:10]([Cl:9])=[N:11]3)[N:14]=1. The yield is 0.670. (2) The reactants are [NH2:1][C:2]1[CH:3]=[C:4]([CH:7]=[C:8]([N:10]=[C:11]2[C:20]3[C:15](=[CH:16][C:17]([Cl:21])=[CH:18][CH:19]=3)[N:14]([CH2:22][CH2:23][N:24]3[CH2:29][CH2:28][CH2:27][CH2:26][CH2:25]3)[CH:13]=[CH:12]2)[CH:9]=1)[C:5]#[N:6].Cl.Cl[CH2:32][CH2:33][N:34]1[CH2:39][CH2:38][CH2:37][CH2:36][CH2:35]1.CCN(C(C)C)C(C)C. The catalyst is CC(CC)CO. The product is [Cl:21][C:17]1[CH:16]=[C:15]2[C:20]([C:11](=[N:10][C:8]3[CH:7]=[C:4]([CH:3]=[C:2]([NH:1][CH2:32][CH2:33][N:34]4[CH2:39][CH2:38][CH2:37][CH2:36][CH2:35]4)[CH:9]=3)[C:5]#[N:6])[CH:12]=[CH:13][N:14]2[CH2:22][CH2:23][N:24]2[CH2:29][CH2:28][CH2:27][CH2:26][CH2:25]2)=[CH:19][CH:18]=1. The yield is 0.170. (3) The reactants are Br[C:2]1[CH:3]=[CH:4][C:5]([C:9]([OH:12])([CH3:11])[CH3:10])=[N:6][C:7]=1[CH3:8].B1(B2OC(C)(C)C(C)(C)O2)OC(C)(C)C(C)(C)O1.C([O-])(=O)C.[K+].Br[C:37]1[C:38]([O:44][CH2:45][C@H:46]2[CH2:48][C@@H:47]2[C:49]2[CH:54]=[CH:53][C:52]([CH3:55])=[CH:51][N:50]=2)=[N:39][C:40]([CH3:43])=[N:41][CH:42]=1.C(=O)([O-])[O-].[Cs+].[Cs+]. The catalyst is O1CCOCC1.CCOC(C)=O.C1C=CC(P(C2C=CC=CC=2)[C-]2C=CC=C2)=CC=1.C1C=CC(P(C2C=CC=CC=2)[C-]2C=CC=C2)=CC=1.Cl[Pd]Cl.[Fe+2]. The product is [CH3:8][C:7]1[N:6]=[C:5]([C:9]([OH:12])([CH3:11])[CH3:10])[CH:4]=[CH:3][C:2]=1[C:37]1[C:38]([O:44][CH2:45][C@H:46]2[CH2:48][C@@H:47]2[C:49]2[CH:54]=[CH:53][C:52]([CH3:55])=[CH:51][N:50]=2)=[N:39][C:40]([CH3:43])=[N:41][CH:42]=1. The yield is 0.247. (4) The reactants are [CH3:1][C:2](=[CH:4][CH2:5][CH2:6][C@@H:7]([CH3:13])CCCCC)[CH3:3].C[C:15]([CH3:17])=[O:16].[OH:18]S(O)(=O)=O.O=[Cr](=O)=O.O.[O-]S([O-])(=O)=O.[Na+].[Na+]. The catalyst is CC(C)=O. The product is [CH3:1][C@@H:2]([CH2:4][CH2:5][CH2:6][CH2:7][CH3:13])[CH2:3][CH2:17][C:15]([OH:18])=[O:16]. The yield is 0.740. (5) The reactants are CCN(CC)CC.N1C=CC=CC=1.[CH2:14]([O:16][C:17]([C:19]1[N:20]([C:29]2[CH:34]=[CH:33][C:32]([O:35][CH:36]([CH3:38])[CH3:37])=[CH:31][CH:30]=2)[C:21]2[C:26]([CH:27]=1)=[CH:25][C:24]([OH:28])=[CH:23][CH:22]=2)=[O:18])[CH3:15].[CH:39]([O:42][C:43]1[CH:44]=[C:45](B(O)O)[CH:46]=[CH:47][CH:48]=1)([CH3:41])[CH3:40]. The catalyst is CC([O-])=O.CC([O-])=O.[Cu+2].C(Cl)Cl. The product is [CH2:14]([O:16][C:17]([C:19]1[N:20]([C:29]2[CH:34]=[CH:33][C:32]([O:35][CH:36]([CH3:37])[CH3:38])=[CH:31][CH:30]=2)[C:21]2[C:26]([CH:27]=1)=[CH:25][C:24]([O:28][C:47]1[CH:46]=[CH:45][CH:44]=[C:43]([O:42][CH:39]([CH3:41])[CH3:40])[CH:48]=1)=[CH:23][CH:22]=2)=[O:18])[CH3:15]. The yield is 0.510. (6) The reactants are [NH2:1][CH2:2][CH2:3][C:4]1[N:8]=[CH:7][NH:6][CH:5]=1.[C:9]([C:17]1[CH:25]=[CH:24][CH:23]=[CH:22][C:18]=1[C:19]([OH:21])=O)(=[O:16])[C:10]1[CH:15]=[CH:14][CH:13]=[CH:12][CH:11]=1.[CH:26](=O)[C:27]1[CH:32]=[CH:31][CH:30]=[CH:29][CH:28]=1.[C:34]1([CH:40]([C:44]2[CH:49]=[CH:48][CH:47]=[CH:46][CH:45]=2)[CH2:41][N+:42]#[C-:43])[CH:39]=[CH:38][CH:37]=[CH:36][CH:35]=1.C[OH:51]. No catalyst specified. The product is [C:9]([C:17]1[CH:25]=[CH:24][CH:23]=[CH:22][C:18]=1[C:19]([N:1]([CH:26]([C:43](=[O:51])[NH:42][CH2:41][CH:40]([C:34]1[CH:35]=[CH:36][CH:37]=[CH:38][CH:39]=1)[C:44]1[CH:45]=[CH:46][CH:47]=[CH:48][CH:49]=1)[C:27]1[CH:32]=[CH:31][CH:30]=[CH:29][CH:28]=1)[CH2:2][CH2:3][C:4]1[N:8]=[CH:7][NH:6][CH:5]=1)=[O:21])(=[O:16])[C:10]1[CH:11]=[CH:12][CH:13]=[CH:14][CH:15]=1. The yield is 0.470. (7) The reactants are [Cl-].O[NH3+:3].[C:4](=[O:7])([O-])[OH:5].[Na+].CS(C)=O.[OH:13][C:14]([CH3:54])([CH3:53])[CH2:15][N:16]1[C:24]2[CH2:23][CH2:22][CH:21]([N:25]3[C:30](=[O:31])[C:29]([CH2:32][C:33]4[CH:38]=[CH:37][C:36]([C:39]5[C:40]([C:45]#[N:46])=[CH:41][CH:42]=[CH:43][CH:44]=5)=[CH:35][CH:34]=4)=[C:28]([CH2:47][CH2:48][CH3:49])[N:27]4[N:50]=[CH:51][N:52]=[C:26]34)[CH2:20][C:19]=2[CH:18]=[N:17]1. The catalyst is O.C(OCC)(=O)C. The product is [OH:13][C:14]([CH3:53])([CH3:54])[CH2:15][N:16]1[C:24]2[CH2:23][CH2:22][CH:21]([N:25]3[C:30](=[O:31])[C:29]([CH2:32][C:33]4[CH:38]=[CH:37][C:36]([C:39]5[CH:44]=[CH:43][CH:42]=[CH:41][C:40]=5[C:45]5[NH:3][C:4](=[O:7])[O:5][N:46]=5)=[CH:35][CH:34]=4)=[C:28]([CH2:47][CH2:48][CH3:49])[N:27]4[N:50]=[CH:51][N:52]=[C:26]34)[CH2:20][C:19]=2[CH:18]=[N:17]1. The yield is 0.290. (8) The reactants are [F:1][C:2]1[C:3]([O:17][CH3:18])=[C:4]([C:8]([CH3:16])([CH3:15])[CH2:9][C:10](=[O:14])[C:11]([OH:13])=[O:12])[CH:5]=[CH:6][CH:7]=1.S(=O)(=O)(O)O.[CH2:24](O)[CH3:25]. No catalyst specified. The product is [CH2:24]([O:12][C:11](=[O:13])[C:10](=[O:14])[CH2:9][C:8]([C:4]1[CH:5]=[CH:6][CH:7]=[C:2]([F:1])[C:3]=1[O:17][CH3:18])([CH3:16])[CH3:15])[CH3:25]. The yield is 0.906.